This data is from Full USPTO retrosynthesis dataset with 1.9M reactions from patents (1976-2016). The task is: Predict the reactants needed to synthesize the given product. (1) The reactants are: FC(F)(F)C(O)=O.[Cl:8][C:9]1[CH:14]=[CH:13][CH:12]=[CH:11][C:10]=1[C:15]1[N:16]([CH2:32][CH2:33][NH:34]C(=O)OC(C)(C)C)[C:17]2[C:22]([N:23]=1)=[C:21]([N:24]1[CH2:29][CH2:28][N:27]([CH3:30])[CH2:26][CH2:25]1)[N:20]=[C:19]([CH3:31])[N:18]=2. Given the product [Cl:8][C:9]1[CH:14]=[CH:13][CH:12]=[CH:11][C:10]=1[C:15]1[N:16]([CH2:32][CH2:33][NH2:34])[C:17]2[C:22]([N:23]=1)=[C:21]([N:24]1[CH2:25][CH2:26][N:27]([CH3:30])[CH2:28][CH2:29]1)[N:20]=[C:19]([CH3:31])[N:18]=2, predict the reactants needed to synthesize it. (2) Given the product [CH:1]1([CH2:4][C@@H:5]2[N:10]([C:30]([C:27]3[CH:26]=[C:25]([C:22]4[CH:23]=[CH:24][C:19]([F:18])=[CH:20][CH:21]=4)[O:29][N:28]=3)=[O:31])[CH2:9][C@H:8]([C:11]3[CH:12]=[CH:13][CH:14]=[CH:15][CH:16]=3)[NH:7][C:6]2=[O:17])[CH2:2][CH2:3]1, predict the reactants needed to synthesize it. The reactants are: [CH:1]1([CH2:4][C@@H:5]2[NH:10][CH2:9][C@H:8]([C:11]3[CH:16]=[CH:15][CH:14]=[CH:13][CH:12]=3)[NH:7][C:6]2=[O:17])[CH2:3][CH2:2]1.[F:18][C:19]1[CH:24]=[CH:23][C:22]([C:25]2[O:29][N:28]=[C:27]([C:30](O)=[O:31])[CH:26]=2)=[CH:21][CH:20]=1.C([C@@H]1N(C(=O)/C=C/C2C=CC=CC=2)C[C@H](CC(C)C)NC1=O)C(C)C.